Task: Predict the product of the given reaction.. Dataset: Forward reaction prediction with 1.9M reactions from USPTO patents (1976-2016) Given the reactants [I:1][C:2]1[CH:3]=[C:4]([CH:8]=[CH:9][C:10]=1[CH3:11])[C:5]([OH:7])=[O:6].S(=O)(=O)(O)O.[CH2:17](O)[CH3:18], predict the reaction product. The product is: [I:1][C:2]1[CH:3]=[C:4]([CH:8]=[CH:9][C:10]=1[CH3:11])[C:5]([O:7][CH2:17][CH3:18])=[O:6].